From a dataset of Peptide-MHC class II binding affinity with 134,281 pairs from IEDB. Regression. Given a peptide amino acid sequence and an MHC pseudo amino acid sequence, predict their binding affinity value. This is MHC class II binding data. (1) The peptide sequence is SQVHIRRPGGAGRDG. The MHC is HLA-DPA10201-DPB10101 with pseudo-sequence HLA-DPA10201-DPB10101. The binding affinity (normalized) is 0.173. (2) The peptide sequence is HTNVCFWYIPPSLRTLEDNE. The MHC is HLA-DQA10301-DQB10302 with pseudo-sequence HLA-DQA10301-DQB10302. The binding affinity (normalized) is 0.